This data is from Reaction yield outcomes from USPTO patents with 853,638 reactions. The task is: Predict the reaction yield, written as a fraction of the theoretical maximum amount of product (1.0 means a 100% yield; for example, 0.34 means a 34% yield). The reactants are [CH3:1][O:2][C:3](=[O:21])[CH2:4][CH2:5][CH2:6][CH2:7][C:8]1[N:9]=[C:10]([C:13]2[CH:18]=[CH:17][CH:16]=[CH:15][C:14]=2[O:19]C)[O:11][CH:12]=1.B(Br)(Br)Br. The catalyst is C(Cl)Cl. The product is [CH3:1][O:2][C:3](=[O:21])[CH2:4][CH2:5][CH2:6][CH2:7][C:8]1[N:9]=[C:10]([C:13]2[CH:18]=[CH:17][CH:16]=[CH:15][C:14]=2[OH:19])[O:11][CH:12]=1. The yield is 0.480.